Dataset: Reaction yield outcomes from USPTO patents with 853,638 reactions. Task: Predict the reaction yield, written as a fraction of the theoretical maximum amount of product (1.0 means a 100% yield; for example, 0.34 means a 34% yield). The reactants are Br[C:2]1[CH:7]=[CH:6][C:5]([O:8][CH2:9][CH2:10][C@@H:11]([CH3:18])[CH2:12][CH2:13][CH:14]=[C:15]([CH3:17])[CH3:16])=[CH:4][CH:3]=1.[B:19](OC)([O:22]C)[O:20]C.Cl. The catalyst is O1CCCC1. The product is [CH3:18][C@@H:11]([CH2:12][CH2:13][CH:14]=[C:15]([CH3:17])[CH3:16])[CH2:10][CH2:9][O:8][C:5]1[CH:6]=[CH:7][C:2]([B:19]([OH:22])[OH:20])=[CH:3][CH:4]=1. The yield is 0.650.